This data is from Full USPTO retrosynthesis dataset with 1.9M reactions from patents (1976-2016). The task is: Predict the reactants needed to synthesize the given product. (1) Given the product [Si:1]([O:18][CH2:19][C@@H:20]1[N:25]([C:26](=[O:55])[CH2:27][C@@H:28]([NH:37][C:38]2[CH:43]=[CH:42][C:41]([S:44]([NH2:47])(=[O:46])=[O:45])=[CH:40][C:39]=2[S:48]([C:51]([F:52])([F:54])[F:53])(=[O:49])=[O:50])[CH2:29][S:30][C:31]2[CH:36]=[CH:35][CH:34]=[CH:33][CH:32]=2)[CH2:24][CH2:23][O:22][CH2:21]1)([C:14]([CH3:15])([CH3:16])[CH3:17])([C:2]1[CH:7]=[CH:6][CH:5]=[CH:4][CH:3]=1)[C:8]1[CH:9]=[CH:10][CH:11]=[CH:12][CH:13]=1, predict the reactants needed to synthesize it. The reactants are: [Si:1]([O:18][CH2:19][C@H:20]1[N:25]([C:26](=[O:55])[CH2:27][C@@H:28]([NH:37][C:38]2[CH:43]=[CH:42][C:41]([S:44]([NH2:47])(=[O:46])=[O:45])=[CH:40][C:39]=2[S:48]([C:51]([F:54])([F:53])[F:52])(=[O:50])=[O:49])[CH2:29][S:30][C:31]2[CH:36]=[CH:35][CH:34]=[CH:33][CH:32]=2)[CH2:24][CH2:23][O:22][CH2:21]1)([C:14]([CH3:17])([CH3:16])[CH3:15])([C:8]1[CH:13]=[CH:12][CH:11]=[CH:10][CH:9]=1)[C:2]1[CH:7]=[CH:6][CH:5]=[CH:4][CH:3]=1.Cl.[Si](OC[C@H]1COCCN1)(C(C)(C)C)(C1C=CC=CC=1)C1C=CC=CC=1.C1(SC[C@H](NC2C=CC(S(=O)(=O)N)=CC=2S(C(F)(F)F)(=O)=O)CC(O)=O)C=CC=CC=1. (2) Given the product [CH3:1][C:2]1[N:6]=[C:5]([C:7]2[C:8]3[CH2:27][CH2:26][CH2:25][CH2:24][CH2:23][C:9]=3[S:10][C:11]=2[NH:12][C:39]([C:29]2[CH:28]3[CH2:35][CH2:34][CH:31]([CH2:32][CH2:33]3)[C:30]=2[C:36]([OH:38])=[O:37])=[O:40])[O:4][N:3]=1, predict the reactants needed to synthesize it. The reactants are: [CH3:1][C:2]1[N:6]=[C:5]([C:7]2[C:8]3[CH2:27][CH2:26][CH2:25][CH2:24][CH2:23][C:9]=3[S:10][C:11]=2[NH:12]C(C2CCCC=2C(O)=O)=O)[O:4][N:3]=1.[CH:28]12[CH2:35][CH2:34][CH:31]([CH2:32][CH2:33]1)[C:30]1[C:36]([O:38][C:39](=[O:40])[C:29]2=1)=[O:37].